Task: Predict the reactants needed to synthesize the given product.. Dataset: Full USPTO retrosynthesis dataset with 1.9M reactions from patents (1976-2016) (1) Given the product [C:32]([OH:33])(=[O:35])[C:15]1[CH:16]=[CH:17][CH:18]=[CH:19][CH:20]=1.[C:40]([OH:35])(=[O:23])[C:39]1[CH:5]=[CH:4][CH:3]=[CH:8][CH:7]=1.[C:40]([OH:35])(=[O:2])[C:39]1[CH:27]=[CH:28][CH:24]=[CH:25][CH:32]=1.[OH:23][C@@H:24]1[C@H:28]([OH:29])[C@@H:27]([CH2:30][OH:31])[O:26][C@H:25]1[C:32](=[S:10])[NH2:34], predict the reactants needed to synthesize it. The reactants are: C[O:2][C:3]1[CH:4]=[CH:5]C(P2(SP([C:15]3[CH:16]=[CH:17][C:18](OC)=[CH:19][CH:20]=3)(=S)S2)=[S:10])=[CH:7][CH:8]=1.[OH:23][C@@H:24]1[C@H:28]([OH:29])[C@@H:27]([CH2:30][OH:31])[O:26][C@H:25]1[C:32]([NH2:34])=[O:33].[O:35]1[CH2:40][CH2:39]OCC1. (2) Given the product [Br:8][C:3]1[CH:4]=[CH:5][C:6]([O:7][Si:12]([CH:16]([CH3:18])[CH3:17])([CH:13]([CH3:15])[CH3:14])[CH:9]([CH3:11])[CH3:10])=[CH:1][CH:2]=1, predict the reactants needed to synthesize it. The reactants are: [CH:1]1[C:6]([OH:7])=[CH:5][CH:4]=[C:3]([Br:8])[CH:2]=1.[CH:9]([Si:12](Cl)([CH:16]([CH3:18])[CH3:17])[CH:13]([CH3:15])[CH3:14])([CH3:11])[CH3:10].N1C=CN=C1. (3) Given the product [CH3:1][O:2][C:3]1[CH:22]=[CH:21][C:6]([CH2:7][N:8]2[CH:12]=[C:11]([C:13]([N:15]([O:17][CH3:18])[CH3:16])=[O:14])[C:10]([CH:19]=[O:23])=[N:9]2)=[CH:5][CH:4]=1, predict the reactants needed to synthesize it. The reactants are: [CH3:1][O:2][C:3]1[CH:22]=[CH:21][C:6]([CH2:7][N:8]2[CH:12]=[C:11]([C:13]([N:15]([O:17][CH3:18])[CH3:16])=[O:14])[C:10]([CH:19]=C)=[N:9]2)=[CH:5][CH:4]=1.[O:23]=[O+][O-].